From a dataset of Forward reaction prediction with 1.9M reactions from USPTO patents (1976-2016). Predict the product of the given reaction. (1) The product is: [CH:1]12[CH2:13][CH:7]([CH:12]=[CH:2]1)[CH2:8][CH:3]2[C:4]([OH:6])=[O:5]. Given the reactants [CH2:1]([CH2:3][C:4]([OH:6])=[O:5])[CH3:2].[C:7]1([CH3:13])[CH:12]=CC=C[CH:8]=1, predict the reaction product. (2) Given the reactants O[C:2]([C:12]1[C:13]([NH:18][C:19](=[O:24])[C:20](C)(C)C)=[N:14][CH:15]=[CH:16][CH:17]=1)([CH3:11])CC(OC(C)(C)C)=O, predict the reaction product. The product is: [CH3:11][C:2]1[C:12]2[C:13](=[N:14][CH:15]=[CH:16][CH:17]=2)[NH:18][C:19](=[O:24])[CH:20]=1. (3) Given the reactants Br[C:2](=O)[CH2:3][C:4]1[CH:9]=[CH:8][C:7]([O:10][CH2:11][CH3:12])=[CH:6][CH:5]=1.[CH3:14][CH:15]([CH3:25])CN(C=CC)CC(C)C.S(=O)(=O)(O)O.[OH:31][CH2:32][C:33]([CH3:37])([CH2:35][OH:36])[CH3:34].C1(C)C=CC(S(O)(=O)=[O:45])=CC=1, predict the reaction product. The product is: [CH3:34][C:33]1([CH3:37])[CH2:35][O:36][CH:14]([CH:15]([CH3:25])[CH2:2][C:3]([C:4]2[CH:5]=[CH:6][C:7]([O:10][CH2:11][CH3:12])=[CH:8][CH:9]=2)=[O:45])[O:31][CH2:32]1. (4) Given the reactants OS(O)(=O)=O.[C:6]1([C@@H:12]2[CH2:14][C@H:13]2[C:15]([OH:17])=[O:16])[CH:11]=[CH:10][CH:9]=[CH:8][CH:7]=1.[I:18]I, predict the reaction product. The product is: [I:18][C:9]1[CH:10]=[CH:11][C:6]([C@@H:12]2[CH2:14][C@H:13]2[C:15]([OH:17])=[O:16])=[CH:7][CH:8]=1. (5) Given the reactants C([N:8]1[CH2:13][CH2:12][O:11][C@@H:10]([C:14]([O:16][CH2:17][CH3:18])=[O:15])[CH2:9]1)C1C=CC=CC=1.[C:30]([O:29][C:27](O[C:27]([O:29][C:30]([CH3:33])([CH3:32])[CH3:31])=[O:28])=[O:28])([CH3:33])([CH3:32])[CH3:31].[H][H], predict the reaction product. The product is: [N:8]1([C:27]([O:29][C:30]([CH3:31])([CH3:32])[CH3:33])=[O:28])[CH2:13][CH2:12][O:11][C@@H:10]([C:14]([O:16][CH2:17][CH3:18])=[O:15])[CH2:9]1. (6) Given the reactants [CH:1]1([CH2:6][CH:7]([N:11]2[C:19]3[C:14](=[CH:15][C:16]([CH3:20])=[CH:17][CH:18]=3)[C:13](=[O:21])[C:12]2=[O:22])[C:8](O)=[O:9])[CH2:5][CH2:4][CH2:3][CH2:2]1.[N:23]1[CH:28]=[CH:27][CH:26]=[CH:25][C:24]=1[NH2:29].C(N(CC)C(C)C)(C)C.F[P-](F)(F)(F)(F)F.N1(O[P+](N(C)C)(N(C)C)N(C)C)C2C=CC=CC=2N=N1, predict the reaction product. The product is: [CH:1]1([CH2:6][CH:7]([N:11]2[C:19]3[C:14](=[CH:15][C:16]([CH3:20])=[CH:17][CH:18]=3)[C:13](=[O:21])[C:12]2=[O:22])[C:8]([NH:29][C:24]2[CH:25]=[CH:26][CH:27]=[CH:28][N:23]=2)=[O:9])[CH2:2][CH2:3][CH2:4][CH2:5]1. (7) Given the reactants Br[C:2]1[CH:11]=[C:10]2[C:5]([N:6]=[CH:7][CH:8]=[N:9]2)=[C:4]([C:12]([NH:14][CH2:15][C:16]([O:18][CH2:19][CH3:20])=[O:17])=[O:13])[C:3]=1[OH:21].C([Sn](CCCC)(CCCC)[C:27]1[S:28][CH:29]=[CH:30][CH:31]=1)CCC, predict the reaction product. The product is: [OH:21][C:3]1[C:4]([C:12]([NH:14][CH2:15][C:16]([O:18][CH2:19][CH3:20])=[O:17])=[O:13])=[C:5]2[C:10](=[CH:11][C:2]=1[C:27]1[S:28][CH:29]=[CH:30][CH:31]=1)[N:9]=[CH:8][CH:7]=[N:6]2. (8) Given the reactants [Br:1][C:2]1[CH:7]=[CH:6][C:5]([C:8](=[O:10])[CH3:9])=[C:4]([OH:11])[CH:3]=1.[C:12]([N:19]1[CH2:24][CH2:23][C:22](=O)[CH2:21][CH2:20]1)([O:14][C:15]([CH3:18])([CH3:17])[CH3:16])=[O:13].COC(=O)/C=C/C1C=C2C(=CC=1)OC1(CCNCC1)CC2=O, predict the reaction product. The product is: [C:15]([O:14][C:12]([N:19]1[CH2:24][CH2:23][C:22]2([CH2:9][C:8](=[O:10])[C:5]3[C:4](=[CH:3][C:2]([Br:1])=[CH:7][CH:6]=3)[O:11]2)[CH2:21][CH2:20]1)=[O:13])([CH3:18])([CH3:16])[CH3:17]. (9) Given the reactants [Br:1][C:2]1[C:9](C)=[CH:8][C:7]([CH3:11])=[C:6]([CH3:12])[C:3]=1[CH:4]=[O:5].[H-].[CH2:14]([Al+]CC(C)C)C(C)C.C1(C)C=CC=CC=1.C(C(C(C([O-])=O)O)O)([O-])=O.[Na+].[K+], predict the reaction product. The product is: [Br:1][C:2]1([CH3:14])[CH:9]=[CH:8][C:7]([CH3:11])=[C:6]([CH3:12])[CH:3]1[CH2:4][OH:5]. (10) Given the reactants C[O:2][C:3](=O)[C:4]1[CH:9]=[C:8]([O:10][CH2:11][C:12]2[CH:17]=[CH:16][CH:15]=[CH:14][CH:13]=2)[CH:7]=[N:6][CH:5]=1.[BH4-].[Li+].O.Cl, predict the reaction product. The product is: [CH2:11]([O:10][C:8]1[CH:9]=[C:4]([CH2:3][OH:2])[CH:5]=[N:6][CH:7]=1)[C:12]1[CH:13]=[CH:14][CH:15]=[CH:16][CH:17]=1.